This data is from Peptide-MHC class I binding affinity with 185,985 pairs from IEDB/IMGT. The task is: Regression. Given a peptide amino acid sequence and an MHC pseudo amino acid sequence, predict their binding affinity value. This is MHC class I binding data. (1) The peptide sequence is AHGWSTFYL. The MHC is HLA-A26:01 with pseudo-sequence HLA-A26:01. The binding affinity (normalized) is 0.0847. (2) The peptide sequence is LTASRLVW. The MHC is Mamu-A01 with pseudo-sequence Mamu-A01. The binding affinity (normalized) is 0.105. (3) The peptide sequence is EIYKRWII. The MHC is HLA-A03:01 with pseudo-sequence HLA-A03:01. The binding affinity (normalized) is 0. (4) The peptide sequence is GVFELSDEK. The MHC is HLA-B35:01 with pseudo-sequence HLA-B35:01. The binding affinity (normalized) is 0.0847. (5) The peptide sequence is LQAVPGAAQ. The MHC is HLA-A68:02 with pseudo-sequence HLA-A68:02. The binding affinity (normalized) is 0.0247.